From a dataset of Catalyst prediction with 721,799 reactions and 888 catalyst types from USPTO. Predict which catalyst facilitates the given reaction. (1) Reactant: [Cl:1][C:2]1[N:3]=[C:4]([N:13]2[CH2:18][CH2:17][O:16][CH2:15][CH2:14]2)[C:5]2[S:10][C:9]([CH:11]=O)=[CH:8][C:6]=2[N:7]=1.Cl[C:20]1[N:21]=[C:22](Cl)[C:23]2[S:28]C=CC=2[N:25]=1.NC1SC=CN=1. Product: [Cl:1][C:2]1[N:3]=[C:4]([N:13]2[CH2:18][CH2:17][O:16][CH2:15][CH2:14]2)[C:5]2[S:10][C:9]([CH2:11][NH:25][C:20]3[S:28][CH:23]=[CH:22][N:21]=3)=[CH:8][C:6]=2[N:7]=1. The catalyst class is: 8. (2) Reactant: C(OC([N:8]([CH2:19][C@@H:20]1[CH2:25][CH2:24][CH2:23][CH2:22][C@H:21]1[NH:26][C:27]([NH:29][C:30]1[CH:35]=[CH:34][CH:33]=[C:32]([C:36]2[N:40]([CH3:41])[N:39]=[N:38][N:37]=2)[CH:31]=1)=[O:28])[CH2:9][CH2:10][CH2:11][C:12]1[CH:17]=[CH:16][C:15]([F:18])=[CH:14][CH:13]=1)=O)(C)(C)C.Cl. Product: [F:18][C:15]1[CH:16]=[CH:17][C:12]([CH2:11][CH2:10][CH2:9][NH:8][CH2:19][C@@H:20]2[CH2:25][CH2:24][CH2:23][CH2:22][C@H:21]2[NH:26][C:27]([NH:29][C:30]2[CH:35]=[CH:34][CH:33]=[C:32]([C:36]3[N:40]([CH3:41])[N:39]=[N:38][N:37]=3)[CH:31]=2)=[O:28])=[CH:13][CH:14]=1. The catalyst class is: 12. (3) Reactant: Br[C:2]1[N:6]2[N:7]=[C:8]([Cl:11])[CH:9]=[CH:10][C:5]2=[N:4][CH:3]=1.[Cl:12][C:13]1[CH:14]=[C:15](B(O)O)[CH:16]=[CH:17][CH:18]=1.C([O-])([O-])=O.[K+].[K+]. Product: [Cl:11][C:8]1[CH:9]=[CH:10][C:5]2[N:6]([C:2]([C:17]3[CH:16]=[CH:15][CH:14]=[C:13]([Cl:12])[CH:18]=3)=[CH:3][N:4]=2)[N:7]=1. The catalyst class is: 70. (4) Reactant: [C:1]([O:5][C:6]([N:8]1[CH2:23][CH2:22][CH2:21][C:9]21[C:12](=[O:13])[N:11]([C@@H:14]([C@H:18]([OH:20])[CH3:19])[C:15](O)=[O:16])[CH2:10]2)=[O:7])([CH3:4])([CH3:3])[CH3:2].CCN(C(C)C)C(C)C.CCN=C=NCCCN(C)C.Cl.C1C=CC2N(O)N=NC=2C=1.[CH2:55]([NH2:59])[CH:56]([CH3:58])[CH3:57]. Product: [OH:20][C@H:18]([CH3:19])[C@H:14]([N:11]1[CH2:10][C:9]2([CH2:21][CH2:22][CH2:23][N:8]2[C:6]([O:5][C:1]([CH3:2])([CH3:3])[CH3:4])=[O:7])[C:12]1=[O:13])[C:15]([NH:59][CH2:55][CH:56]([CH3:58])[CH3:57])=[O:16]. The catalyst class is: 2. (5) Reactant: [CH3:1][Si:2]([CH3:13])([CH3:12])[C:3]1[O:11][C:10]2[C:5](=[N:6][CH:7]=[CH:8][CH:9]=2)[CH:4]=1.C1C=C(Cl)C=C(C(OO)=[O:22])C=1. Product: [CH3:1][Si:2]([CH3:13])([CH3:12])[C:3]1[O:11][C:10]2[C:5](=[N+:6]([O-:22])[CH:7]=[CH:8][CH:9]=2)[CH:4]=1. The catalyst class is: 2.